Regression/Classification. Given a drug SMILES string, predict its absorption, distribution, metabolism, or excretion properties. Task type varies by dataset: regression for continuous measurements (e.g., permeability, clearance, half-life) or binary classification for categorical outcomes (e.g., BBB penetration, CYP inhibition). Dataset: rlm. From a dataset of Rat liver microsome stability data. (1) The molecule is Cc1ccc(N2CCN(CCCCNC(=O)c3ccc(-c4ccsc4)cc3)CC2)cc1. The result is 1 (stable in rat liver microsomes). (2) The compound is Cc1ccc(-n2nc(C(=O)N3C[C@@H](C)N[C@@H](C)C3)nc2-c2ccc3c(c2)N(C2CCCC2)[C@H](C)C(=O)N3C)cc1. The result is 0 (unstable in rat liver microsomes). (3) The drug is CCOC(=O)c1ccc(NC(=O)CSc2nc3c(cc2C#N)N2CCC3CC2)cc1. The result is 1 (stable in rat liver microsomes). (4) The compound is CC#C[C@@H](Cc1nn[nH]n1)c1ccc(OCc2ccc3sc(Br)c(-c4ccccc4C)c3c2)cc1. The result is 0 (unstable in rat liver microsomes). (5) The molecule is CCn1c(C(=O)N2CCCC(C(=O)NCCc3ccc(C)cc3)C2)cc2sccc21. The result is 1 (stable in rat liver microsomes). (6) The compound is CCOc1cc(NC(=O)C2(NC(=O)c3ccc4c(C5CCCC5)c(-c5ncc(Cl)cn5)n(C)c4c3)CCC2)ccc1C=CC(=O)OCC(N)=O. The result is 1 (stable in rat liver microsomes). (7) The compound is CC(=O)c1ccc(N2CCN(S(=O)(=O)c3ccc4c(c3)CC(=O)N4)CC2)cc1. The result is 0 (unstable in rat liver microsomes).